Dataset: Forward reaction prediction with 1.9M reactions from USPTO patents (1976-2016). Task: Predict the product of the given reaction. (1) The product is: [Cl:1][C:2]1[CH:7]=[CH:6][CH:5]=[CH:4][C:3]=1[C:8]1[C:9]2[CH:21]=[CH:20][C:19](=[O:22])[N:18]([C:23]3[CH:28]=[CH:27][CH:26]=[CH:25][C:24]=3[Cl:29])[C:10]=2[N:11]=[C:12]([NH:30][C:31]([CH2:34][OH:35])([CH3:36])[CH2:32][OH:33])[N:13]=1. Given the reactants [Cl:1][C:2]1[CH:7]=[CH:6][CH:5]=[CH:4][C:3]=1[C:8]1[C:9]2[CH:21]=[CH:20][C:19](=[O:22])[N:18]([C:23]3[CH:28]=[CH:27][CH:26]=[CH:25][C:24]=3[Cl:29])[C:10]=2[N:11]=[C:12](S(C)(=O)=O)[N:13]=1.[NH2:30][C:31]([CH3:36])([CH2:34][OH:35])[CH2:32][OH:33], predict the reaction product. (2) Given the reactants [CH3:1][O:2][C:3]1[CH:4]=[C:5](B(O)O)[CH:6]=[C:7]([O:11][CH3:12])[C:8]=1[O:9][CH3:10].Br[C:17]1[CH:27]=[CH:26][CH:25]=[CH:24][C:18]=1[C:19]([O:21][CH2:22][CH3:23])=[O:20], predict the reaction product. The product is: [CH3:1][O:2][C:3]1[CH:4]=[C:5]([C:24]2[CH:25]=[CH:26][CH:27]=[CH:17][C:18]=2[C:19]([O:21][CH2:22][CH3:23])=[O:20])[CH:6]=[C:7]([O:11][CH3:12])[C:8]=1[O:9][CH3:10]. (3) Given the reactants [Cl:1][C:2]1[CH:3]=[C:4]([CH:30]=O)[C:5]2[C:6]([CH:29]=1)=[N:7][N:8]([CH2:10][C:11]([NH:15][C:16](=[O:28])[C:17]1[CH:22]=[CH:21][C:20]([O:23][C:24]([F:27])([F:26])[F:25])=[CH:19][CH:18]=1)([C:13]#[N:14])[CH3:12])[N:9]=2.[CH3:32][NH:33][CH3:34].[B][B][B][B][B][B][B][B][B][B], predict the reaction product. The product is: [Cl:1][C:2]1[CH:3]=[C:4]([CH2:30][N:33]([CH3:34])[CH3:32])[C:5]2[C:6]([CH:29]=1)=[N:7][N:8]([CH2:10][C:11]([NH:15][C:16](=[O:28])[C:17]1[CH:22]=[CH:21][C:20]([O:23][C:24]([F:25])([F:26])[F:27])=[CH:19][CH:18]=1)([C:13]#[N:14])[CH3:12])[N:9]=2. (4) The product is: [F:18][C:14]1[C:13]([C:19]2[N:20]=[CH:21][CH:22]=[CH:23][N:24]=2)=[C:12]([C:10]([N:4]2[CH2:5][CH2:6][CH2:7][C@@H:8]([CH3:9])[C@H:3]2[CH2:2][NH:1][C:26]2[N:31]=[CH:30][C:29]([C:32]([F:35])([F:34])[F:33])=[CH:28][N:27]=2)=[O:11])[CH:17]=[CH:16][CH:15]=1. Given the reactants [NH2:1][CH2:2][C@@H:3]1[C@H:8]([CH3:9])[CH2:7][CH2:6][CH2:5][N:4]1[C:10]([C:12]1[CH:17]=[CH:16][CH:15]=[C:14]([F:18])[C:13]=1[C:19]1[N:24]=[CH:23][CH:22]=[CH:21][N:20]=1)=[O:11].Cl[C:26]1[N:31]=[CH:30][C:29]([C:32]([F:35])([F:34])[F:33])=[CH:28][N:27]=1, predict the reaction product. (5) Given the reactants [NH2:1][C:2]1[C:6]([C:7]([O:9][CH2:10][CH3:11])=[O:8])=[CH:5][N:4]([C:12]2[CH:17]=[CH:16][CH:15]=[CH:14][CH:13]=2)[N:3]=1.[CH3:18][C@H:19]1[CH2:24][CH2:23][C@H:22]([C:25](Cl)=[O:26])[CH2:21][CH2:20]1.C(N(CC)CC)C, predict the reaction product. The product is: [CH3:18][C@H:19]1[CH2:24][CH2:23][C@H:22]([C:25]([NH:1][C:2]2[C:6]([C:7]([O:9][CH2:10][CH3:11])=[O:8])=[CH:5][N:4]([C:12]3[CH:17]=[CH:16][CH:15]=[CH:14][CH:13]=3)[N:3]=2)=[O:26])[CH2:21][CH2:20]1.